Task: Regression. Given a peptide amino acid sequence and an MHC pseudo amino acid sequence, predict their binding affinity value. This is MHC class I binding data.. Dataset: Peptide-MHC class I binding affinity with 185,985 pairs from IEDB/IMGT (1) The peptide sequence is VHPAQTHQW. The MHC is Mamu-B17 with pseudo-sequence Mamu-B17. The binding affinity (normalized) is 0.226. (2) The peptide sequence is LLDEPTNNL. The MHC is HLA-A02:19 with pseudo-sequence HLA-A02:19. The binding affinity (normalized) is 0.898. (3) The peptide sequence is YEFLQPILL. The MHC is HLA-B14:02 with pseudo-sequence HLA-B14:02. The binding affinity (normalized) is 0.0437. (4) The MHC is HLA-A29:02 with pseudo-sequence HLA-A29:02. The binding affinity (normalized) is 0.0847. The peptide sequence is FTRMVVAAL. (5) The peptide sequence is EMGRLPTFM. The MHC is H-2-Db with pseudo-sequence H-2-Db. The binding affinity (normalized) is 0.228. (6) The peptide sequence is LLFGAYFLR. The MHC is HLA-A03:01 with pseudo-sequence HLA-A03:01. The binding affinity (normalized) is 0.313.